This data is from Forward reaction prediction with 1.9M reactions from USPTO patents (1976-2016). The task is: Predict the product of the given reaction. (1) Given the reactants [CH3:1][O:2][C:3]1[C:8]([C:9]2[N:17]3[C:12]([CH:13]=[N:14][C:15](O)=[N:16]3)=[CH:11][CH:10]=2)=[CH:7][CH:6]=[CH:5][N:4]=1.C(OC([N:26]1[CH2:31][CH2:30][CH:29]([C:32]2[CH:37]=[CH:36][C:35]([NH2:38])=[C:34]([O:39][CH3:40])[CH:33]=2)[C:28]([F:42])([F:41])[CH2:27]1)=O)(C)(C)C, predict the reaction product. The product is: [F:42][C:28]1([F:41])[CH:29]([C:32]2[CH:37]=[CH:36][C:35]([NH:38][C:15]3[N:14]=[CH:13][C:12]4=[CH:11][CH:10]=[C:9]([C:8]5[C:3]([O:2][CH3:1])=[N:4][CH:5]=[CH:6][CH:7]=5)[N:17]4[N:16]=3)=[C:34]([O:39][CH3:40])[CH:33]=2)[CH2:30][CH2:31][NH:26][CH2:27]1. (2) The product is: [CH2:35]([N:21]([CH2:19][CH3:20])[CH2:22][CH2:23][NH:24][C:25]([C:27]1[C:31]([CH3:32])=[C:30]([CH:33]=[C:11]2[C:10]3[C:14](=[CH:15][CH:16]=[CH:17][C:9]=3[C:6]3[CH:7]=[CH:8][C:3]([O:2][CH3:1])=[CH:4][CH:5]=3)[NH:13][C:12]2=[O:18])[NH:29][CH:28]=1)=[O:26])[CH3:36]. Given the reactants [CH3:1][O:2][C:3]1[CH:8]=[CH:7][C:6]([C:9]2[CH:17]=[CH:16][CH:15]=[C:14]3[C:10]=2[CH2:11][C:12](=[O:18])[NH:13]3)=[CH:5][CH:4]=1.[CH2:19]([N:21]([CH2:35][CH3:36])[CH2:22][CH2:23][NH:24][C:25]([C:27]1[C:31]([CH3:32])=[C:30]([CH:33]=O)[NH:29][CH:28]=1)=[O:26])[CH3:20], predict the reaction product. (3) Given the reactants [Na].C(O[CH:7]=[CH:8][C:9](=O)[C:10]([F:16])([F:15])[C:11]([F:14])([F:13])[F:12])CCC.[C:18]([NH2:24])(=[O:23])[CH2:19][C:20]([NH2:22])=[O:21], predict the reaction product. The product is: [O:21]=[C:20]1[C:19]([C:18]([NH2:24])=[O:23])=[CH:7][CH:8]=[C:9]([C:10]([F:15])([F:16])[C:11]([F:12])([F:13])[F:14])[NH:22]1. (4) The product is: [Cl:8][C:9]1[CH:14]=[C:13]([Cl:15])[CH:12]=[CH:11][C:10]=1[C:16]1[CH:21]=[CH:20][C:19]([NH:22][CH2:23][C:24]2[CH:29]=[CH:28][C:27]([C:30]([F:31])([F:33])[F:32])=[CH:26][C:25]=2[C:34]2[CH:35]=[CH:36][C:37]([C:40]([NH:42][CH2:43][CH2:44][C:45]([OH:47])=[O:46])=[O:41])=[N:38][CH:39]=2)=[CH:18][CH:17]=1. Given the reactants [OH-].[Na+].C1COCC1.[Cl:8][C:9]1[CH:14]=[C:13]([Cl:15])[CH:12]=[CH:11][C:10]=1[C:16]1[CH:21]=[CH:20][C:19]([NH:22][CH2:23][C:24]2[CH:29]=[CH:28][C:27]([C:30]([F:33])([F:32])[F:31])=[CH:26][C:25]=2[C:34]2[CH:35]=[CH:36][C:37]([C:40]([NH:42][CH2:43][CH2:44][C:45]([O:47]CC)=[O:46])=[O:41])=[N:38][CH:39]=2)=[CH:18][CH:17]=1, predict the reaction product. (5) Given the reactants C[O:2][C:3]1[CH:8]=[CH:7][CH:6]=[CH:5][C:4]=1[C:9]1[N:10]([CH2:22][CH2:23][C:24]2[CH:29]=[CH:28][CH:27]=[CH:26][CH:25]=2)[C:11](=[O:21])[C:12]2[CH2:20][CH2:19][CH2:18][CH2:17][CH2:16][CH2:15][C:13]=2[N:14]=1.B(Br)(Br)Br, predict the reaction product. The product is: [OH:2][C:3]1[CH:8]=[CH:7][CH:6]=[CH:5][C:4]=1[C:9]1[N:10]([CH2:22][CH2:23][C:24]2[CH:25]=[CH:26][CH:27]=[CH:28][CH:29]=2)[C:11](=[O:21])[C:12]2[CH2:20][CH2:19][CH2:18][CH2:17][CH2:16][CH2:15][C:13]=2[N:14]=1.